This data is from Full USPTO retrosynthesis dataset with 1.9M reactions from patents (1976-2016). The task is: Predict the reactants needed to synthesize the given product. (1) Given the product [CH3:1][Si:2]([CH3:52])([CH3:51])[CH2:3][CH2:4][O:5][CH2:6][N:7]([CH2:43][O:44][CH2:45][CH2:46][Si:47]([CH3:50])([CH3:49])[CH3:48])[C:8]1[N:13]2[N:14]=[CH:15][C:16]([C:17]3[CH:18]=[N:19][C:20]4[C:25]([CH:26]=3)=[CH:24][C:23]([F:27])=[CH:22][CH:21]=4)=[C:12]2[N:11]=[C:10]([CH:28]([NH:30][C:31]([C:33]2([CH3:41])[CH2:38][O:37][C:36]([CH3:40])([CH3:39])[O:35][CH2:34]2)=[O:32])[CH3:29])[C:9]=1[C:60]([O:62][CH2:63][CH3:64])=[CH2:61], predict the reactants needed to synthesize it. The reactants are: [CH3:1][Si:2]([CH3:52])([CH3:51])[CH2:3][CH2:4][O:5][CH2:6][N:7]([CH2:43][O:44][CH2:45][CH2:46][Si:47]([CH3:50])([CH3:49])[CH3:48])[C:8]1[N:13]2[N:14]=[CH:15][C:16]([C:17]3[CH:18]=[N:19][C:20]4[C:25]([CH:26]=3)=[CH:24][C:23]([F:27])=[CH:22][CH:21]=4)=[C:12]2[N:11]=[C:10]([CH:28]([NH:30][C:31]([C:33]2([CH3:41])[CH2:38][O:37][C:36]([CH3:40])([CH3:39])[O:35][CH2:34]2)=[O:32])[CH3:29])[C:9]=1Br.N#N.C([Sn](CCCC)(CCCC)[C:60]([O:62][CH2:63][CH3:64])=[CH2:61])CCC. (2) Given the product [CH3:9][O:8][C:4]1[N:3]=[C:2]([C:15]2[N:19]3[CH:20]=[CH:21][C:22]([C:24]([F:25])([F:26])[F:27])=[N:23][C:18]3=[N:17][CH:16]=2)[CH:7]=[CH:6][CH:5]=1, predict the reactants needed to synthesize it. The reactants are: Cl[C:2]1[CH:7]=[CH:6][CH:5]=[C:4]([O:8][CH3:9])[N:3]=1.C([Sn](CCCC)(CCCC)[C:15]1[N:19]2[CH:20]=[CH:21][C:22]([C:24]([F:27])([F:26])[F:25])=[N:23][C:18]2=[N:17][CH:16]=1)CCC.